From a dataset of Reaction yield outcomes from USPTO patents with 853,638 reactions. Predict the reaction yield, written as a fraction of the theoretical maximum amount of product (1.0 means a 100% yield; for example, 0.34 means a 34% yield). (1) The reactants are [CH3:1][O:2][C:3]1[CH:16]=[C:15]([O:17][CH3:18])[CH:14]=[CH:13][C:4]=1[CH2:5][NH:6][C:7]1[N:12]=[CH:11][CH:10]=[CH:9][N:8]=1.C[Si]([N-][Si](C)(C)C)(C)C.[Li+].[Cl:29][C:30]1[CH:31]=[C:32]([S:38](Cl)(=[O:40])=[O:39])[C:33]([F:37])=[CH:34][C:35]=1[F:36]. The catalyst is O1CCCC1. The product is [Cl:29][C:30]1[C:35]([F:36])=[CH:34][C:33]([F:37])=[C:32]([S:38]([N:6]([CH2:5][C:4]2[CH:13]=[CH:14][C:15]([O:17][CH3:18])=[CH:16][C:3]=2[O:2][CH3:1])[C:7]2[N:8]=[CH:9][CH:10]=[CH:11][N:12]=2)(=[O:40])=[O:39])[CH:31]=1. The yield is 0.190. (2) The reactants are [C:1]1([C:7]2[N:12]=[CH:11][C:10]([C:13]([N:15]3[CH2:20][CH2:19][N:18](C(OC(C)(C)C)=O)[CH2:17][CH2:16]3)=[O:14])=[CH:9][N:8]=2)[CH:6]=[CH:5][CH:4]=[CH:3][CH:2]=1.FC(F)(F)C(O)=O. The catalyst is ClCCl. The product is [C:1]1([C:7]2[N:8]=[CH:9][C:10]([C:13]([N:15]3[CH2:20][CH2:19][NH:18][CH2:17][CH2:16]3)=[O:14])=[CH:11][N:12]=2)[CH:2]=[CH:3][CH:4]=[CH:5][CH:6]=1. The yield is 0.940. (3) The reactants are Br[CH2:2][CH:3]1[O:8][C:7]2=[CH:9][S:10][CH:11]=[C:6]2[O:5][CH2:4]1.[C:12]([O-:15])(=[O:14])[CH3:13].[K+]. The catalyst is CS(C)=O. The product is [C:12]([O:15][CH2:2][CH:3]1[O:8][C:7]2=[CH:9][S:10][CH:11]=[C:6]2[O:5][CH2:4]1)(=[O:14])[CH3:13]. The yield is 0.900.